Task: Regression/Classification. Given a drug SMILES string, predict its absorption, distribution, metabolism, or excretion properties. Task type varies by dataset: regression for continuous measurements (e.g., permeability, clearance, half-life) or binary classification for categorical outcomes (e.g., BBB penetration, CYP inhibition). Dataset: cyp2d6_substrate_carbonmangels.. Dataset: CYP2D6 substrate classification data from Carbon-Mangels et al. (1) The molecule is COc1ccc2c3c1O[C@H]1C[C@@H](O)C=C[C@@]31CCN(C)C2. The result is 1 (substrate). (2) The compound is Cc1c(-c2cnccn2)ssc1=S. The result is 0 (non-substrate).